Predict the product of the given reaction. From a dataset of Forward reaction prediction with 1.9M reactions from USPTO patents (1976-2016). (1) Given the reactants Br[C:2]1[CH:10]=[C:9]([N:11]2[C:19]3[CH2:18][C:17]([CH3:21])([CH3:20])[CH2:16][C:15](=[O:22])[C:14]=3[C:13]([CH:23]([F:25])[F:24])=[N:12]2)[CH:8]=[CH:7][C:3]=1[C:4]([NH2:6])=[O:5].CC([O-])(C)C.[Na+].[NH2:32][CH:33]1[CH2:38][CH2:37][S:36][CH2:35][CH2:34]1.N1C=CC=N1.[OH-].[Na+], predict the reaction product. The product is: [F:24][CH:23]([F:25])[C:13]1[C:14]2[C:15](=[O:22])[CH2:16][C:17]([CH3:21])([CH3:20])[CH2:18][C:19]=2[N:11]([C:9]2[CH:8]=[CH:7][C:3]([C:4]([NH2:6])=[O:5])=[C:2]([NH:32][CH:33]3[CH2:38][CH2:37][S:36][CH2:35][CH2:34]3)[CH:10]=2)[N:12]=1. (2) The product is: [NH2:9][C:10]([NH2:27])=[O:14].[CH2:2]([NH2:9])[C:3]1[CH:8]=[CH:7][CH:6]=[CH:5][CH:4]=1.[NH2:13][CH2:12][CH2:11][C:10]([OH:14])=[O:18]. Given the reactants Cl.[CH2:2]([NH:9][C:10](=[O:14])[CH2:11][CH2:12][NH2:13])[C:3]1[CH:8]=[CH:7][CH:6]=[CH:5][CH:4]=1.ClC(Cl)([O:18]C(=O)OC(Cl)(Cl)Cl)Cl.[N-:27]=C=O.C1(Cl)C(=O)C(Cl)=C(Cl)C(=O)C=1Cl, predict the reaction product. (3) Given the reactants [C:1]([C:3]1[C:4]([N:16]2[CH2:19][CH:18]([C:20](O)=[O:21])[CH2:17]2)=[N:5][C:6]([O:14][CH3:15])=[C:7]([C:9]([O:11][CH2:12][CH3:13])=[O:10])[CH:8]=1)#[N:2].[Cl:23][C:24]1[CH:29]=[C:28]([Cl:30])[CH:27]=[CH:26][C:25]=1[CH2:31][S:32]([NH2:35])(=[O:34])=[O:33], predict the reaction product. The product is: [C:1]([C:3]1[C:4]([N:16]2[CH2:19][CH:18]([C:20](=[O:21])[NH:35][S:32]([CH2:31][C:25]3[CH:26]=[CH:27][C:28]([Cl:30])=[CH:29][C:24]=3[Cl:23])(=[O:33])=[O:34])[CH2:17]2)=[N:5][C:6]([O:14][CH3:15])=[C:7]([CH:8]=1)[C:9]([O:11][CH2:12][CH3:13])=[O:10])#[N:2]. (4) Given the reactants C[O:2][C:3](=[O:20])[C:4]1[CH:9]=[C:8]([O:10][CH2:11][C@@H:12]([CH3:15])[CH2:13][OH:14])[CH:7]=[CH:6][C:5]=1[NH:16]C(=O)C.O1CCOCC1, predict the reaction product. The product is: [NH2:16][C:5]1[CH:6]=[CH:7][C:8]([O:10][CH2:11][C@@H:12]([CH3:15])[CH2:13][OH:14])=[CH:9][C:4]=1[C:3]([OH:20])=[O:2]. (5) Given the reactants Br[C:2]1[CH:3]=[C:4]([C:16]([F:19])([F:18])[F:17])[C:5]2[N:6]([C:8]([Cl:15])=[C:9]([C:11]([O:13][CH3:14])=[O:12])[N:10]=2)[CH:7]=1.[Br-].[CH2:21]([Zn+])[CH2:22][CH3:23], predict the reaction product. The product is: [Cl:15][C:8]1[N:6]2[CH:7]=[C:2]([CH2:21][CH2:22][CH3:23])[CH:3]=[C:4]([C:16]([F:19])([F:18])[F:17])[C:5]2=[N:10][C:9]=1[C:11]([O:13][CH3:14])=[O:12]. (6) Given the reactants Br[C:2]1[N:10]=[CH:9][C:8]2[NH:7][C:6]3[N:11]=[CH:12][C:13]([C:15]4[CH:20]=[CH:19][C:18]([CH2:21][N:22]5[CH2:27][CH2:26][CH:25]([O:28][CH3:29])[CH2:24][CH2:23]5)=[CH:17][CH:16]=4)=[CH:14][C:5]=3[C:4]=2[CH:3]=1.[CH3:30][N:31]1[CH:35]=[C:34](B2OC(C)(C)C(C)(C)O2)[CH:33]=[N:32]1, predict the reaction product. The product is: [CH3:29][O:28][CH:25]1[CH2:26][CH2:27][N:22]([CH2:21][C:18]2[CH:19]=[CH:20][C:15]([C:13]3[CH:12]=[N:11][C:6]4[NH:7][C:8]5[CH:9]=[N:10][C:2]([C:34]6[CH:33]=[N:32][N:31]([CH3:30])[CH:35]=6)=[CH:3][C:4]=5[C:5]=4[CH:14]=3)=[CH:16][CH:17]=2)[CH2:23][CH2:24]1.